Dataset: NCI-60 drug combinations with 297,098 pairs across 59 cell lines. Task: Regression. Given two drug SMILES strings and cell line genomic features, predict the synergy score measuring deviation from expected non-interaction effect. Drug 1: CCCS(=O)(=O)NC1=C(C(=C(C=C1)F)C(=O)C2=CNC3=C2C=C(C=N3)C4=CC=C(C=C4)Cl)F. Drug 2: C1=CC=C(C(=C1)C(C2=CC=C(C=C2)Cl)C(Cl)Cl)Cl. Cell line: NCI-H226. Synergy scores: CSS=5.11, Synergy_ZIP=0.433, Synergy_Bliss=6.04, Synergy_Loewe=2.70, Synergy_HSA=3.83.